Dataset: Full USPTO retrosynthesis dataset with 1.9M reactions from patents (1976-2016). Task: Predict the reactants needed to synthesize the given product. (1) Given the product [Br:45][C:41]1[CH:40]=[C:39]2[C:44](=[CH:43][CH:42]=1)[C:35]([CH2:34][N:15]1[C:16](=[O:33])[C@@H:17]([NH:19][C:20](=[O:32])[C@@H:21]([N:23]([C:25]([O:27][C:28]([CH3:30])([CH3:31])[CH3:29])=[O:26])[CH3:24])[CH3:22])[CH2:18][N:12]([C:10]([C:7]3[CH:8]=[CH:9][C:4]([C:3]([OH:52])=[O:2])=[CH:5][CH:6]=3)=[O:11])[C:13]3[CH:51]=[CH:50][CH:49]=[CH:48][C:14]1=3)=[C:36]([O:46][CH3:47])[CH:37]=[CH:38]2, predict the reactants needed to synthesize it. The reactants are: C[O:2][C:3](=[O:52])[C:4]1[CH:9]=[CH:8][C:7]([C:10]([N:12]2[CH2:18][C@H:17]([NH:19][C:20](=[O:32])[C@@H:21]([N:23]([C:25]([O:27][C:28]([CH3:31])([CH3:30])[CH3:29])=[O:26])[CH3:24])[CH3:22])[C:16](=[O:33])[N:15]([CH2:34][C:35]3[C:44]4[C:39](=[CH:40][C:41]([Br:45])=[CH:42][CH:43]=4)[CH:38]=[CH:37][C:36]=3[O:46][CH3:47])[C:14]3[CH:48]=[CH:49][CH:50]=[CH:51][C:13]2=3)=[O:11])=[CH:6][CH:5]=1.O[Li].O. (2) Given the product [CH2:1]([O:3][C:4](=[O:29])[C:5]1[CH:10]=[C:9]([Br:11])[C:8]([CH2:12][Br:30])=[C:7]([Br:13])[C:6]=1[N:14]([C:15]([O:17][C:18]([CH3:21])([CH3:20])[CH3:19])=[O:16])[C:22]([O:24][C:25]([CH3:28])([CH3:27])[CH3:26])=[O:23])[CH3:2], predict the reactants needed to synthesize it. The reactants are: [CH2:1]([O:3][C:4](=[O:29])[C:5]1[CH:10]=[C:9]([Br:11])[C:8]([CH3:12])=[C:7]([Br:13])[C:6]=1[N:14]([C:22]([O:24][C:25]([CH3:28])([CH3:27])[CH3:26])=[O:23])[C:15]([O:17][C:18]([CH3:21])([CH3:20])[CH3:19])=[O:16])[CH3:2].[Br:30]CC1C=C(C=CC=1S(CC)(=O)=O)C#N. (3) Given the product [O:1]=[C:2]1[C:11]2[C:6](=[CH:7][CH:8]=[CH:9][CH:10]=2)[N:5]=[C:4]([CH2:12][CH2:13][CH2:14][C:15]([NH:31][C@H:28]2[CH2:27][CH2:26][C@H:25]([O:24][C:19]3[CH:20]=[CH:21][CH:22]=[CH:23][N:18]=3)[CH2:30][CH2:29]2)=[O:17])[NH:3]1, predict the reactants needed to synthesize it. The reactants are: [O:1]=[C:2]1[C:11]2[C:6](=[CH:7][CH:8]=[CH:9][CH:10]=2)[N:5]=[C:4]([CH2:12][CH2:13][CH2:14][C:15]([OH:17])=O)[NH:3]1.[N:18]1[CH:23]=[CH:22][CH:21]=[CH:20][C:19]=1[O:24][C@H:25]1[CH2:30][CH2:29][C@H:28]([NH2:31])[CH2:27][CH2:26]1. (4) Given the product [C:1]([O:5][C:6]([N:8]1[CH2:12][CH2:11][CH:10]([O:13][S:37]([CH3:36])(=[O:39])=[O:38])[CH:9]1[CH2:14][CH2:15][NH:16][C:17]([O:19][CH2:20][C:21]1[CH:22]=[CH:23][CH:24]=[CH:25][CH:26]=1)=[O:18])=[O:7])([CH3:4])([CH3:2])[CH3:3], predict the reactants needed to synthesize it. The reactants are: [C:1]([O:5][C:6]([N:8]1[CH2:12][CH2:11][CH:10]([OH:13])[CH:9]1[CH2:14][CH2:15][NH:16][C:17]([O:19][CH2:20][C:21]1[CH:26]=[CH:25][CH:24]=[CH:23][CH:22]=1)=[O:18])=[O:7])([CH3:4])([CH3:3])[CH3:2].CCN(C(C)C)C(C)C.[CH3:36][S:37](Cl)(=[O:39])=[O:38]. (5) Given the product [CH3:12][CH2:11][CH2:10][CH2:9][CH2:8][CH2:7][CH2:6][CH2:5][CH2:4][CH2:3][CH2:2][C:1]([O:20][CH2:21][C@@H:22]([O:23][C:24]([CH2:25][CH2:26][CH2:27][CH2:28][CH2:29][CH2:30][CH2:31][CH2:32][CH2:33][CH2:34][CH3:35])=[O:42])[CH2:43][O:44][P:45]([O:48][CH2:49][CH2:50][N+:51]([CH3:52])([CH3:54])[CH3:53])([O-:47])=[O:46])=[O:19], predict the reactants needed to synthesize it. The reactants are: [C:1]([O:20][CH2:21][C@H:22]([CH2:43][O:44][P:45]([O:48][CH2:49][CH2:50][N+:51]([CH3:54])([CH3:53])[CH3:52])([OH:47])=[O:46])[O:23][C:24](=[O:42])[CH2:25][CH2:26][CH2:27][CH2:28][CH2:29][CH2:30][CH2:31]/[CH:32]=[CH:33]\[CH2:34][CH2:35]CCCCCC)(=[O:19])[CH2:2][CH2:3][CH2:4][CH2:5][CH2:6][CH2:7][CH2:8]/[CH:9]=[CH:10]\[CH2:11][CH2:12]CCCCCC.C(OC[C@H](COP(OCCN)(O)=O)OC(=O)CCCCCCC/C=C\CCCCCCCC)(=O)CCCCCCC/C=C\CCCCCCCC.CC(CCC[C@H]([C@@H]1[C@]2(C)[C@H]([C@H]3[C@H](CC2)[C@]2(C)C(C[C@H](CC2)O)=CC3)CC1)C)C.